From a dataset of Forward reaction prediction with 1.9M reactions from USPTO patents (1976-2016). Predict the product of the given reaction. (1) The product is: [Cl:29][C:23]1[CH:24]=[CH:25][CH:26]=[C:27]([Cl:28])[C:22]=1[C:15]1[C:14]([CH2:13][O:12][C:7]2[CH:8]=[C:9]3[C:4](=[CH:5][CH:6]=2)[CH:3]=[C:2]([C:50]2[CH:51]=[C:46]([NH:45][C:42](=[O:44])[CH3:43])[CH:47]=[CH:48][CH:49]=2)[CH:11]=[CH:10]3)=[C:18]([CH:19]([CH3:21])[CH3:20])[O:17][N:16]=1. Given the reactants Br[C:2]1[CH:3]=[C:4]2[C:9](=[CH:10][CH:11]=1)[CH:8]=[C:7]([O:12][CH2:13][C:14]1[C:15]([C:22]3[C:27]([Cl:28])=[CH:26][CH:25]=[CH:24][C:23]=3[Cl:29])=[N:16][O:17][C:18]=1[CH:19]([CH3:21])[CH3:20])[CH:6]=[CH:5]2.COCCOC.C(=O)([O-])[O-].[Na+].[Na+].[C:42]([NH:45][C:46]1[CH:47]=[C:48](B(O)O)[CH:49]=[CH:50][CH:51]=1)(=[O:44])[CH3:43], predict the reaction product. (2) Given the reactants [Li+].CC([N-]C(C)C)C.[F:9][C:10]1[CH:15]=[CH:14][CH:13]=[C:12]([F:16])[N:11]=1.[CH3:17][O:18][C:19]([C@H:21]1[CH2:26][CH2:25][CH2:24][C:23](=[O:27])[N:22]1[C:28]([O:30][C:31]([CH3:34])([CH3:33])[CH3:32])=[O:29])=[O:20].[Cl-].[NH4+], predict the reaction product. The product is: [C:31]([O:30][C:28]([NH:22][C@H:21]([CH2:26][CH2:25][CH2:24][C:23]([C:15]1[C:10]([F:9])=[N:11][C:12]([F:16])=[CH:13][CH:14]=1)=[O:27])[C:19]([O:18][CH3:17])=[O:20])=[O:29])([CH3:34])([CH3:33])[CH3:32]. (3) Given the reactants [F:1][C:2]([F:32])([F:31])[C:3]1[CH:8]=[CH:7][C:6]([C:9]2[C:10]([C:15]([NH:17][C:18]3[CH:27]=[C:26]4[C:21]([CH:22]=[C:23]([C:28](O)=[O:29])[CH:24]=[N:25]4)=[CH:20][CH:19]=3)=[O:16])=[CH:11][CH:12]=[CH:13][CH:14]=2)=[CH:5][CH:4]=1.[F:33][C:34]1[CH:41]=[CH:40][C:37]([CH2:38][NH2:39])=[CH:36][CH:35]=1.Cl.CN(C)CCCN=C=NCC.ON1C2C=CC=CC=2N=N1.C(N(CC)CC)C, predict the reaction product. The product is: [F:33][C:34]1[CH:41]=[CH:40][C:37]([CH2:38][NH:39][C:28]([C:23]2[CH:24]=[N:25][C:26]3[C:21]([CH:22]=2)=[CH:20][CH:19]=[C:18]([NH:17][C:15]([C:10]2[C:9]([C:6]4[CH:5]=[CH:4][C:3]([C:2]([F:31])([F:1])[F:32])=[CH:8][CH:7]=4)=[CH:14][CH:13]=[CH:12][CH:11]=2)=[O:16])[CH:27]=3)=[O:29])=[CH:36][CH:35]=1. (4) Given the reactants [CH3:1][C:2]1([CH3:9])[CH2:7][C:6](=[O:8])[O:5][C:3]1=[O:4].[OH:10][C@H:11]1[CH2:28][CH2:27][C@@:26]2([CH3:29])[C@@H:13]([CH2:14][CH2:15][C@:16]3([CH3:54])[C@@H:25]2[CH2:24][CH2:23][C@H:22]2[C@@:17]3([CH3:53])[CH2:18][CH2:19][C@@:20]3([C:37]([N:39]4[CH2:44][CH2:43][C:42]([C:47]5[CH:52]=[CH:51][CH:50]=[CH:49][CH:48]=5)([C:45]#[N:46])[CH2:41][CH2:40]4)=[O:38])[CH2:32][CH2:31][C@@H:30]([C:33]4([CH3:36])[CH2:35][CH2:34]4)[C@@H:21]32)[C:12]1([CH3:56])[CH3:55], predict the reaction product. The product is: [C:45]([C:42]1([C:47]2[CH:52]=[CH:51][CH:50]=[CH:49][CH:48]=2)[CH2:43][CH2:44][N:39]([C:37]([C@:20]23[CH2:32][CH2:31][C@@H:30]([C:33]4([CH3:36])[CH2:34][CH2:35]4)[C@@H:21]2[C@@H:22]2[C@@:17]([CH3:53])([CH2:18][CH2:19]3)[C@@:16]3([CH3:54])[C@@H:25]([C@:26]4([CH3:29])[C@@H:13]([CH2:14][CH2:15]3)[C:12]([CH3:56])([CH3:55])[C@@H:11]([O:10][C:6](=[O:8])[CH2:7][C:2]([CH3:9])([CH3:1])[C:3]([OH:5])=[O:4])[CH2:28][CH2:27]4)[CH2:24][CH2:23]2)=[O:38])[CH2:40][CH2:41]1)#[N:46]. (5) Given the reactants C(OC(=O)[NH:7][C@H:8]([CH2:35][C:36]1[CH:41]=[C:40]([F:42])[C:39]([F:43])=[CH:38][C:37]=1[F:44])[CH2:9][C:10]([N:12]1[CH2:17][CH2:16][N:15]2[C:18]([C:31]([F:34])([F:33])[F:32])=[N:19][C:20]([C:21]([N:23]3[CH2:28][CH2:27][S:26](=[O:30])(=[O:29])[CH2:25][CH2:24]3)=[O:22])=[C:14]2[CH2:13]1)=[O:11])(C)(C)C.[ClH:46], predict the reaction product. The product is: [ClH:46].[NH2:7][C@H:8]([CH2:35][C:36]1[CH:41]=[C:40]([F:42])[C:39]([F:43])=[CH:38][C:37]=1[F:44])[CH2:9][C:10]([N:12]1[CH2:17][CH2:16][N:15]2[C:18]([C:31]([F:32])([F:33])[F:34])=[N:19][C:20]([C:21]([N:23]3[CH2:24][CH2:25][S:26](=[O:30])(=[O:29])[CH2:27][CH2:28]3)=[O:22])=[C:14]2[CH2:13]1)=[O:11]. (6) Given the reactants [Br:1][C:2]1[CH:3]=[N:4][NH:5][C:6]=1[CH:7]=[O:8].[H-].[Na+].Cl[CH2:12][O:13][CH2:14][CH2:15][Si:16]([CH3:19])([CH3:18])[CH3:17].C([O-])(O)=O.[Na+], predict the reaction product. The product is: [Br:1][C:2]1[CH:3]=[N:4][N:5]([CH2:12][O:13][CH2:14][CH2:15][Si:16]([CH3:19])([CH3:18])[CH3:17])[C:6]=1[CH:7]=[O:8]. (7) Given the reactants [CH3:1][C:2]1([CH3:16])[C:6]([CH3:8])([CH3:7])[O:5][B:4]([C:9]2[CH:14]=[CH:13][C:12]([OH:15])=[CH:11][CH:10]=2)[O:3]1.Br[CH2:18][C:19]1[CH:20]=[C:21]([CH:26]=[CH:27][CH:28]=1)[C:22]([O:24]C)=[O:23].C(=O)([O-])[O-].[K+].[K+].[OH-].[Li+], predict the reaction product. The product is: [CH3:8][C:6]1([CH3:7])[C:2]([CH3:16])([CH3:1])[O:3][B:4]([C:9]2[CH:14]=[CH:13][C:12]([O:15][CH2:18][C:19]3[CH:20]=[C:21]([CH:26]=[CH:27][CH:28]=3)[C:22]([OH:24])=[O:23])=[CH:11][CH:10]=2)[O:5]1. (8) Given the reactants [Br:1][C:2]1[CH:3]=[C:4]([S:10](Cl)(=[O:12])=[O:11])[CH:5]=[CH:6][C:7]=1[O:8][CH3:9].[Cl-].[NH4+].I[CH3:17], predict the reaction product. The product is: [Br:1][C:2]1[CH:3]=[C:4]([S:10]([CH3:17])(=[O:12])=[O:11])[CH:5]=[CH:6][C:7]=1[O:8][CH3:9]. (9) Given the reactants [CH2:1]([O:8][C:9](=[O:14])[C@H:10]([CH2:12][OH:13])[NH2:11])[C:2]1[CH:7]=[CH:6][CH:5]=[CH:4][CH:3]=1.[C:15]([O:24][C@H:25]([CH2:30][CH2:31][CH2:32][CH2:33][CH2:34][CH2:35][CH2:36][CH2:37][CH2:38][CH2:39][CH3:40])[CH2:26][C:27](O)=[O:28])(=[O:23])[CH2:16][CH2:17][CH2:18][CH2:19][CH2:20][CH2:21][CH3:22].C(Cl)CCl.CI, predict the reaction product. The product is: [CH2:1]([O:8][C:9](=[O:14])[C@H:10]([CH2:12][OH:13])[NH:11][C:27](=[O:28])[CH2:26][C@H:25]([O:24][C:15](=[O:23])[CH2:16][CH2:17][CH2:18][CH2:19][CH2:20][CH2:21][CH3:22])[CH2:30][CH2:31][CH2:32][CH2:33][CH2:34][CH2:35][CH2:36][CH2:37][CH2:38][CH2:39][CH3:40])[C:2]1[CH:7]=[CH:6][CH:5]=[CH:4][CH:3]=1. (10) Given the reactants ClC1C=C([NH:10][C:11]2[N:16]=C(Cl)[N:14]=[C:13](Cl)[N:12]=2)C=CC=1[O:8]C.[NH2:19]CC1CCCN1CC.CCN(C(C)C)C(C)C.Cl.Cl.NC1C2CCN(CC2)C1.[C:48](#[N:50])C, predict the reaction product. The product is: [OH-:8].[NH4+:10].[N:19]1[C:13]([NH2:14])=[N:12][C:11]([NH2:10])=[N:16][C:48]=1[NH2:50].